This data is from Forward reaction prediction with 1.9M reactions from USPTO patents (1976-2016). The task is: Predict the product of the given reaction. (1) Given the reactants [H-].[H-].[H-].[H-].[Li+].[Al+3].C([O:9][C:10]([C:12]1[O:13][C:14]2[CH:20]=[C:19]([O:21][CH3:22])[CH:18]=[CH:17][C:15]=2[CH:16]=1)=O)C, predict the reaction product. The product is: [CH3:22][O:21][C:19]1[CH:18]=[CH:17][C:15]2[CH:16]=[C:12]([CH:10]=[O:9])[O:13][C:14]=2[CH:20]=1. (2) Given the reactants [C:1]([O:5][C:6](=[O:16])[N:7]([C@H:9]1[CH2:14][CH2:13][C@H:12]([OH:15])[CH2:11][CH2:10]1)[CH3:8])([CH3:4])([CH3:3])[CH3:2].[Br:17][CH2:18][CH2:19][CH2:20]Br, predict the reaction product. The product is: [C:1]([O:5][C:6](=[O:16])[N:7]([C@H:9]1[CH2:10][CH2:11][C@H:12]([O:15][CH2:20][CH2:19][CH2:18][Br:17])[CH2:13][CH2:14]1)[CH3:8])([CH3:4])([CH3:2])[CH3:3]. (3) Given the reactants [CH:1]1[C:13]2[CH:12]([CH2:14][O:15][C:16]([N:18]3[CH2:23][C@@H:22]([C:24](=[O:47])[NH:25][CH2:26][C:27]4([CH2:41][O:42][CH2:43][CH2:44][O:45][CH3:46])[C:40]5[CH:39]=[CH:38][CH:37]=[CH:36][C:35]=5[O:34][C:33]5[C:28]4=[CH:29][CH:30]=[CH:31][CH:32]=5)[CH2:21][C@@H:20]([NH2:48])[CH2:19]3)=[O:17])[C:11]3[C:6](=[CH:7][CH:8]=[CH:9][CH:10]=3)[C:5]=2[CH:4]=[CH:3][CH:2]=1.[F:49][C:50]([F:62])([F:61])[C:51]1[CH:56]=[CH:55][C:54]([S:57](Cl)(=[O:59])=[O:58])=[CH:53][CH:52]=1, predict the reaction product. The product is: [CH:1]1[C:13]2[CH:12]([CH2:14][O:15][C:16]([N:18]3[CH2:19][C@H:20]([NH:48][S:57]([C:54]4[CH:53]=[CH:52][C:51]([C:50]([F:49])([F:61])[F:62])=[CH:56][CH:55]=4)(=[O:59])=[O:58])[CH2:21][C@H:22]([C:24](=[O:47])[NH:25][CH2:26][C:27]4([CH2:41][O:42][CH2:43][CH2:44][O:45][CH3:46])[C:40]5[CH:39]=[CH:38][CH:37]=[CH:36][C:35]=5[O:34][C:33]5[C:28]4=[CH:29][CH:30]=[CH:31][CH:32]=5)[CH2:23]3)=[O:17])[C:11]3[C:6](=[CH:7][CH:8]=[CH:9][CH:10]=3)[C:5]=2[CH:4]=[CH:3][CH:2]=1. (4) Given the reactants [C:1]([O:9][CH:10]1[CH2:15][CH2:14][NH:13][CH2:12][CH:11]1[F:16])(=[O:8])[C:2]1[CH:7]=[CH:6][CH:5]=[CH:4][CH:3]=1.Cl[CH2:18][C@H:19]([OH:23])[CH2:20][C:21]#[N:22].C(=O)([O-])O.[Na+], predict the reaction product. The product is: [C:1]([O:9][CH:10]1[CH2:15][CH2:14][N:13]([CH2:18][C@H:19]([OH:23])[CH2:20][C:21]#[N:22])[CH2:12][CH:11]1[F:16])(=[O:8])[C:2]1[CH:3]=[CH:4][CH:5]=[CH:6][CH:7]=1. (5) Given the reactants [NH2:1][C:2]1[N:10]=[C:9]2[C:5]([NH:6][CH:7]=[N:8]2)=[C:4]([S:11][C:12]2[CH:17]=[CH:16][C:15]([CH3:18])=[CH:14][CH:13]=2)[N:3]=1.C([O-])([O-])=O.[K+].[K+].Br[CH2:26][CH2:27][C:28]([C:39]([O:41][CH2:42][CH3:43])=[O:40])([C:34]([O:36][CH2:37][CH3:38])=[O:35])[C:29]([O:31][CH2:32][CH3:33])=[O:30].CS(C)=O, predict the reaction product. The product is: [CH2:37]([O:36][C:34](=[O:35])[C:28]([CH2:27][CH2:26][N:8]1[CH:7]=[N:6][C:5]2[C:9]1=[N:10][C:2]([NH2:1])=[N:3][C:4]=2[S:11][C:12]1[CH:17]=[CH:16][C:15]([CH3:18])=[CH:14][CH:13]=1)([C:39]([O:41][CH2:42][CH3:43])=[O:40])[C:29]([O:31][CH2:32][CH3:33])=[O:30])[CH3:38].